Regression. Given a peptide amino acid sequence and an MHC pseudo amino acid sequence, predict their binding affinity value. This is MHC class I binding data. From a dataset of Peptide-MHC class I binding affinity with 185,985 pairs from IEDB/IMGT. (1) The peptide sequence is AVIPFDDIVR. The MHC is HLA-A33:01 with pseudo-sequence HLA-A33:01. The binding affinity (normalized) is 0.291. (2) The peptide sequence is DINVIGLIV. The MHC is HLA-A02:03 with pseudo-sequence HLA-A02:03. The binding affinity (normalized) is 0.146. (3) The MHC is HLA-B40:02 with pseudo-sequence HLA-B40:02. The binding affinity (normalized) is 0. The peptide sequence is FVNYNFTLV. (4) The peptide sequence is MQWNSTTFH. The MHC is HLA-A02:02 with pseudo-sequence HLA-A02:02. The binding affinity (normalized) is 0. (5) The peptide sequence is YTIDLNDAF. The MHC is HLA-C04:01 with pseudo-sequence HLA-C04:01. The binding affinity (normalized) is 0.213.